Dataset: Experimentally validated miRNA-target interactions with 360,000+ pairs, plus equal number of negative samples. Task: Binary Classification. Given a miRNA mature sequence and a target amino acid sequence, predict their likelihood of interaction. (1) The miRNA is hsa-miR-3155b with sequence CCAGGCUCUGCAGUGGGA. The protein sequence of the target gene is MGSGGVVHCRCAKCFCYPTKRRIRRRPRNLTILSLPEDVLFHILKWLSVEDILAVRAVHSQLKDLVDNHASVWACASFQELWPSPGNLKLFERAAEKGNFEAAVKLGIAYLYNEGLSVSDEARAEVNGLKASRFFSLAERLNVGAAPFIWLFIRPPWSVSGSCCKAVVHESLRAECQLQRTHKASILHCLGRVLSLFEDEEKQQQAHDLFEEAAHQGCLTSSYLLWESDRRTDVSDPGRCLHSFRKLRDYAAKGCWEAQLSLAKACANANQLGLEVRASSEIVCQLFQASQAVSKQQVFS.... Result: 1 (interaction). (2) The miRNA is mmu-miR-1843b-3p with sequence CCGAUCGUUCCCCUCCAUAC. The protein sequence of the target gene is MLGWCEAIARNPHRIPNTTRTPETSGDVADASQTSTLNEKSPGRSASRSSNISKASSPTTGTAPRSQSRLSVCPSTQDICRICHCEGDEESPLITPCRCTGTLRFVHQSCLHQWIKSSDTRCCELCKYDFIMETKLKPLRKWEKLQMTTSERRKIFCSVTFHVIAVTCVVWSLYVLIDRTAEEIKQGNDNGVLEWPFWTKLVVVAIGFTGGLVFMYVQCKVYVQLWRRLKAYNRVIFVQNCPDTANKLEKNFPCNVNTEIKDAVVVPVPQTGSNTLPTAEGAPPEVIPV. Result: 0 (no interaction).